Dataset: Full USPTO retrosynthesis dataset with 1.9M reactions from patents (1976-2016). Task: Predict the reactants needed to synthesize the given product. Given the product [I:1][C:2]1[C:7]2[C:8](=[O:21])[C:9]3[CH:16]=[CH:15][CH:14]=[C:13]([C:17]([O:19][CH3:20])=[O:18])[C:10]=3[CH:11]=[CH:12][C:6]=2[CH:5]=[CH:4][CH:3]=1, predict the reactants needed to synthesize it. The reactants are: [I:1][C:2]1[C:7]2[C:8](=[O:21])[C:9]3[CH:16]=[CH:15][CH:14]=[C:13]([C:17]([O:19][CH3:20])=[O:18])[C:10]=3[CH2:11][CH2:12][C:6]=2[CH:5]=[CH:4][CH:3]=1.IC1C2C(=O)C3C=CC=CC=3CCC=2C(C(OC)=O)=CC=1.BrN1C(=O)CCC1=O.N(C(C)(C)C#N)=NC(C)(C)C#N.